Dataset: Catalyst prediction with 721,799 reactions and 888 catalyst types from USPTO. Task: Predict which catalyst facilitates the given reaction. (1) Reactant: [CH2:1]([C:3]1[CH:8]=[C:7]([C:9]2[CH:10]=[N:11][C:12]([O:15]C)=[N:13][CH:14]=2)[CH:6]=[CH:5][C:4]=1[N:17]([CH3:28])[C:18]1[N:23]=[CH:22][C:21]2[N:24]=[CH:25][N:26]([CH3:27])[C:20]=2[CH:19]=1)[CH3:2].C(Cl)Cl.O.[OH-].[Na+]. Product: [CH2:1]([C:3]1[CH:8]=[C:7]([C:9]2[CH:10]=[N:11][C:12]([OH:15])=[N:13][CH:14]=2)[CH:6]=[CH:5][C:4]=1[N:17]([CH3:28])[C:18]1[N:23]=[CH:22][C:21]2[N:24]=[CH:25][N:26]([CH3:27])[C:20]=2[CH:19]=1)[CH3:2]. The catalyst class is: 240. (2) Reactant: [CH2:1]([N:3]1[CH2:8][CH2:7][N:6]([C:9]([C:11]2[CH:16]=[C:15]([N+:17]([O-])=O)[CH:14]=[CH:13][C:12]=2[C:20]([F:23])([F:22])[F:21])=[O:10])[CH2:5][CH2:4]1)[CH3:2].C([O-])=O.[NH4+]. Product: [NH2:17][C:15]1[CH:14]=[CH:13][C:12]([C:20]([F:23])([F:22])[F:21])=[C:11]([C:9]([N:6]2[CH2:5][CH2:4][N:3]([CH2:1][CH3:2])[CH2:8][CH2:7]2)=[O:10])[CH:16]=1. The catalyst class is: 687. (3) Reactant: [C:1]1([C@@H:7]([CH:9]2[CH2:14][CH2:13][O:12][CH2:11][CH2:10]2)[OH:8])[CH:6]=[CH:5][CH:4]=[CH:3][CH:2]=1.C(N(CC)CC)C.[S:22](Cl)([CH3:25])(=[O:24])=[O:23]. Product: [CH3:25][S:22]([O:8][C@@H:7]([C:1]1[CH:2]=[CH:3][CH:4]=[CH:5][CH:6]=1)[CH:9]1[CH2:14][CH2:13][O:12][CH2:11][CH2:10]1)(=[O:24])=[O:23]. The catalyst class is: 2.